Dataset: Peptide-MHC class I binding affinity with 185,985 pairs from IEDB/IMGT. Task: Regression. Given a peptide amino acid sequence and an MHC pseudo amino acid sequence, predict their binding affinity value. This is MHC class I binding data. (1) The peptide sequence is MELPTGVHA. The MHC is HLA-B44:03 with pseudo-sequence HLA-B44:03. The binding affinity (normalized) is 0.119. (2) The peptide sequence is TGNESRCY. The MHC is HLA-B27:05 with pseudo-sequence HLA-B27:05. The binding affinity (normalized) is 0. (3) The MHC is H-2-Db with pseudo-sequence H-2-Db. The binding affinity (normalized) is 0.0641. The peptide sequence is KAVYNFAT. (4) The peptide sequence is TLWKAGILYK. The MHC is HLA-A11:01 with pseudo-sequence HLA-A11:01. The binding affinity (normalized) is 0.568. (5) The peptide sequence is ELKDLLNVTY. The MHC is HLA-A11:01 with pseudo-sequence HLA-A11:01. The binding affinity (normalized) is 0. (6) The peptide sequence is QLLKILDNLR. The MHC is HLA-A33:01 with pseudo-sequence HLA-A33:01. The binding affinity (normalized) is 0.202. (7) The peptide sequence is ISEDMHTDK. The MHC is HLA-B48:01 with pseudo-sequence HLA-B48:01. The binding affinity (normalized) is 0.0847.